This data is from Full USPTO retrosynthesis dataset with 1.9M reactions from patents (1976-2016). The task is: Predict the reactants needed to synthesize the given product. (1) The reactants are: [NH2:1][C:2]1[C:3]([C:22]#[N:23])=[N:4][C:5]([C:9]2[CH:14]=[CH:13][C:12]([O:15][CH2:16][CH3:17])=[C:11]([C:18]([F:21])([F:20])[F:19])[CH:10]=2)=[CH:6][C:7]=1[NH2:8].[Cl:24][CH2:25][C:26](OCC)(OCC)OCC. Given the product [Cl:24][CH2:25][C:26]1[NH:8][C:7]2[CH:6]=[C:5]([C:9]3[CH:14]=[CH:13][C:12]([O:15][CH2:16][CH3:17])=[C:11]([C:18]([F:21])([F:19])[F:20])[CH:10]=3)[N:4]=[C:3]([C:22]#[N:23])[C:2]=2[N:1]=1, predict the reactants needed to synthesize it. (2) Given the product [N:24]1([S:29]([C:32]2[CH:38]=[CH:37][C:35]([NH:36]/[C:13](=[C:6]3\[C:5](=[O:23])[NH:4][C:12]4[C:7]\3=[CH:8][CH:9]=[CH:10][CH:11]=4)/[C:14]3[CH:15]=[CH:16][CH:17]=[CH:18][CH:19]=3)=[CH:34][CH:33]=2)(=[O:31])=[O:30])[CH2:25][CH2:26][CH2:27][CH2:28]1, predict the reactants needed to synthesize it. The reactants are: C([N:4]1[C:12]2[C:7](=[CH:8][CH:9]=[CH:10][CH:11]=2)[C:6](=[C:13](OCC)[C:14]2[CH:19]=[CH:18][CH:17]=[CH:16][CH:15]=2)[C:5]1=[O:23])(=O)C.[N:24]1([S:29]([C:32]2[CH:38]=[CH:37][C:35]([NH2:36])=[CH:34][CH:33]=2)(=[O:31])=[O:30])[CH2:28][CH2:27][CH2:26][CH2:25]1. (3) Given the product [F:1][C:2]1[CH:11]=[C:10]2[C:5]([CH:6]=[CH:7][C:8]([CH3:12])=[N:9]2)=[C:4]([N:13]2[CH2:18][CH2:17][N:16]([CH2:19][CH2:20][C:21]3[CH:30]=[CH:29][CH:28]=[C:27]4[C:22]=3[CH2:23][CH2:24][C:25]3[N:26]4[N:31]=[N:32][C:33]=3[C:34]([OH:36])=[O:35])[C@H:15]([CH3:39])[CH2:14]2)[CH:3]=1, predict the reactants needed to synthesize it. The reactants are: [F:1][C:2]1[CH:11]=[C:10]2[C:5]([CH:6]=[CH:7][C:8]([CH3:12])=[N:9]2)=[C:4]([N:13]2[CH2:18][CH2:17][N:16]([CH2:19][CH2:20][C:21]3[CH:30]=[CH:29][CH:28]=[C:27]4[C:22]=3[CH2:23][CH2:24][C:25]3[N:26]4[N:31]=[N:32][C:33]=3[C:34]([O:36]CC)=[O:35])[C@H:15]([CH3:39])[CH2:14]2)[CH:3]=1.[OH-].[K+]. (4) Given the product [NH2:15][CH2:2][C:3]1[CH:10]=[CH:9][C:6]([C:7]#[N:8])=[CH:5][CH:4]=1, predict the reactants needed to synthesize it. The reactants are: Br[CH2:2][C:3]1[CH:10]=[CH:9][C:6]([C:7]#[N:8])=[CH:5][CH:4]=1.C1(=O)[NH:15]C(=O)C2=CC=CC=C12.[K]. (5) Given the product [OH:15][C:12]1([C:16]2[CH:17]=[CH:18][CH:19]=[CH:20][CH:21]=2)[CH2:11][CH2:10][N:9]([CH2:8][CH2:7][O:6][C:5]2[CH:4]=[CH:3][C:2]([O:1][C:54](=[O:35])[NH:50][C:29]3[CH:28]=[CH:33][CH:32]=[C:31]([OH:34])[CH:30]=3)=[CH:23][CH:22]=2)[CH2:14][CH2:13]1, predict the reactants needed to synthesize it. The reactants are: [OH:1][C:2]1[CH:23]=[CH:22][C:5]([O:6][CH2:7][CH2:8][N:9]2[CH2:14][CH2:13][C:12]([C:16]3[CH:21]=[CH:20][CH:19]=[CH:18][CH:17]=3)([OH:15])[CH2:11][CH2:10]2)=[CH:4][CH:3]=1.BrCCO[C:28]1[CH:33]=[CH:32][C:31]([OH:34])=[CH:30][CH:29]=1.[OH:35]C1(C2C=CC=CC=2)CCNCC1.CC[N:50]([CH:54](C)C)C(C)C. (6) The reactants are: [CH2:1](O)[CH2:2][CH3:3].[NH2:5][CH:6]([C:11]1[CH:16]=[CH:15][C:14]([Cl:17])=[CH:13][CH:12]=1)[CH2:7][C:8]([OH:10])=[O:9].S(=O)(=O)(O)O.[OH-].[Na+]. Given the product [NH2:5][CH:6]([C:11]1[CH:12]=[CH:13][C:14]([Cl:17])=[CH:15][CH:16]=1)[CH2:7][C:8]([O:10][CH2:1][CH2:2][CH3:3])=[O:9], predict the reactants needed to synthesize it. (7) The reactants are: [CH2:1]([O:8][C:9]1[C:18]2[C:13](=[CH:14][CH:15]=[C:16]([F:19])[CH:17]=2)[CH:12]=[C:11]([CH2:20]Cl)[C:10]=1[CH3:22])[C:2]1[CH:7]=[CH:6][CH:5]=[CH:4][CH:3]=1.C1[CH2:27][O:26][CH2:25]C1.CO.C([O-])([O-])=[O:31].[K+].[K+]. Given the product [CH3:25][O:26][C:27](=[O:31])[CH2:20][C:11]1[C:10]([CH3:22])=[C:9]([O:8][CH2:1][C:2]2[CH:7]=[CH:6][CH:5]=[CH:4][CH:3]=2)[C:18]2[C:13](=[CH:14][CH:15]=[C:16]([F:19])[CH:17]=2)[CH:12]=1, predict the reactants needed to synthesize it.